Dataset: Forward reaction prediction with 1.9M reactions from USPTO patents (1976-2016). Task: Predict the product of the given reaction. Given the reactants C([Li])CCC.[CH:6]1[C:19]2[NH:18][C:17]3[C:12](=[CH:13][CH:14]=[CH:15][CH:16]=3)[O:11][C:10]=2[CH:9]=[CH:8][CH:7]=1.Br[CH2:21][CH2:22][O:23][CH2:24][CH2:25][O:26][CH3:27], predict the reaction product. The product is: [CH3:27][O:26][CH2:25][CH2:24][O:23][CH2:22][CH2:21][N:18]1[C:19]2[CH:6]=[CH:7][CH:8]=[CH:9][C:10]=2[O:11][C:12]2[C:17]1=[CH:16][CH:15]=[CH:14][CH:13]=2.